From a dataset of Full USPTO retrosynthesis dataset with 1.9M reactions from patents (1976-2016). Predict the reactants needed to synthesize the given product. Given the product [CH3:12][O:11][C:4]1[N:3]=[C:2]([NH:18][CH2:17][C:16]([O:15][CH3:14])=[O:19])[C:7]([N+:8]([O-:10])=[O:9])=[CH:6][CH:5]=1, predict the reactants needed to synthesize it. The reactants are: Cl[C:2]1[C:7]([N+:8]([O-:10])=[O:9])=[CH:6][CH:5]=[C:4]([O:11][CH3:12])[N:3]=1.Cl.[CH3:14][O:15][C:16](=[O:19])[CH2:17][NH2:18].CCN(C(C)C)C(C)C.